Dataset: Forward reaction prediction with 1.9M reactions from USPTO patents (1976-2016). Task: Predict the product of the given reaction. (1) Given the reactants [NH2:1][C:2]1[C:10]2[C:5](=[N:6][C:7](N3CCNCC3)=[CH:8][C:9]=2[CH2:11][CH2:12][CH3:13])[S:4][C:3]=1[C:20]([NH2:22])=[O:21].[CH3:23][N:24]1[CH2:30][CH2:29][CH2:28][C@H:25]1[CH2:26][OH:27].C([O-])([O-])=O.[Na+].[Na+], predict the reaction product. The product is: [NH2:1][C:2]1[C:10]2[C:5](=[N:6][C:7]([O:27][CH2:26][CH:25]3[CH2:28][CH2:29][CH2:30][N:24]3[CH3:23])=[CH:8][C:9]=2[CH2:11][CH2:12][CH3:13])[S:4][C:3]=1[C:20]([NH2:22])=[O:21]. (2) Given the reactants [NH2:1][C@H:2]1[CH2:6][CH2:5][N:4]([C:7]2[CH:8]=[C:9]3[C:14](=[CH:15][CH:16]=2)[CH2:13][N:12]([C:17]([O:19][C:20]([CH3:23])([CH3:22])[CH3:21])=[O:18])[CH:11]([CH3:24])[CH2:10]3)[C:3]1=[O:25].[Cl:26][C:27]1[S:31][C:30](/[CH:32]=[CH:33]/[S:34](Cl)(=[O:36])=[O:35])=[CH:29][CH:28]=1, predict the reaction product. The product is: [Cl:26][C:27]1[S:31][C:30](/[CH:32]=[CH:33]/[S:34]([NH:1][C@H:2]2[CH2:6][CH2:5][N:4]([C:7]3[CH:8]=[C:9]4[C:14](=[CH:15][CH:16]=3)[CH2:13][N:12]([C:17]([O:19][C:20]([CH3:21])([CH3:23])[CH3:22])=[O:18])[CH:11]([CH3:24])[CH2:10]4)[C:3]2=[O:25])(=[O:36])=[O:35])=[CH:29][CH:28]=1. (3) Given the reactants Cl[C:2]1[N:7]=[C:6]([C:8]2[S:12][C:11]([C:13]([CH3:16])([CH3:15])[CH3:14])=[N:10][C:9]=2[C:17]2[C:18]([F:30])=[C:19]([NH:23][C:24](=[O:29])[O:25][CH2:26][CH:27]=[CH2:28])[CH:20]=[CH:21][CH:22]=2)[CH:5]=[CH:4][N:3]=1.[NH3:31].CO, predict the reaction product. The product is: [NH2:31][C:2]1[N:7]=[C:6]([C:8]2[S:12][C:11]([C:13]([CH3:16])([CH3:15])[CH3:14])=[N:10][C:9]=2[C:17]2[C:18]([F:30])=[C:19]([NH:23][C:24](=[O:29])[O:25][CH2:26][CH:27]=[CH2:28])[CH:20]=[CH:21][CH:22]=2)[CH:5]=[CH:4][N:3]=1. (4) Given the reactants [Br:1][CH2:2][C:3]1[CH:8]=[C:7]([N+:9]([O-:11])=[O:10])[CH:6]=[CH:5][C:4]=1[F:12].[C:13]1([P:19]([C:26]2[CH:31]=[CH:30][CH:29]=[CH:28][CH:27]=2)[C:20]2[CH:25]=[CH:24][CH:23]=[CH:22][CH:21]=2)[CH:18]=[CH:17][CH:16]=[CH:15][CH:14]=1, predict the reaction product. The product is: [Br-:1].[F:12][C:4]1[CH:5]=[CH:6][C:7]([N+:9]([O-:11])=[O:10])=[CH:8][C:3]=1[CH2:2][P+:19]([C:20]1[CH:21]=[CH:22][CH:23]=[CH:24][CH:25]=1)([C:26]1[CH:31]=[CH:30][CH:29]=[CH:28][CH:27]=1)[C:13]1[CH:14]=[CH:15][CH:16]=[CH:17][CH:18]=1. (5) Given the reactants [CH3:1][CH:2]1[N:15]2[C:6]([CH2:7][O:8][C:9]3[C:14]2=[CH:13][CH:12]=[C:11](B2OC(C)(C)C(C)(C)O2)[CH:10]=3)=[N:5][NH:4][C:3]1=[O:25].[C:26]([O:30][C:31]([N:33]1[CH2:38][CH2:37][N:36]([C:39]2[CH:44]=[CH:43][CH:42]=[C:41]([F:45])[C:40]=2Br)[CH2:35][CH2:34]1)=[O:32])([CH3:29])([CH3:28])[CH3:27].C(=O)([O-])[O-].[Na+].[Na+], predict the reaction product. The product is: [C:26]([O:30][C:31]([N:33]1[CH2:38][CH2:37][N:36]([C:39]2[CH:44]=[CH:43][CH:42]=[C:41]([F:45])[C:40]=2[C:11]2[CH:10]=[C:9]3[C:14]([N:15]4[C:6]([CH2:7][O:8]3)=[N:5][NH:4][C:3](=[O:25])[CH:2]4[CH3:1])=[CH:13][CH:12]=2)[CH2:35][CH2:34]1)=[O:32])([CH3:29])([CH3:27])[CH3:28]. (6) Given the reactants C(O)C.[BH4-].[Na+].[Cl:6][C:7]1[CH:12]=[C:11]([C:13]([F:16])([F:15])[F:14])[CH:10]=[C:9]([Cl:17])[C:8]=1[N:18]1[C:22](=[N:23][CH:24]([C:26]2[CH:31]=[N:30][CH:29]=[CH:28][N:27]=2)Cl)[CH:21]=[C:20]([C:32]#[N:33])[NH:19]1.O, predict the reaction product. The product is: [Cl:17][C:9]1[CH:10]=[C:11]([C:13]([F:14])([F:15])[F:16])[CH:12]=[C:7]([Cl:6])[C:8]=1[N:18]1[C:22]([NH:23][CH2:24][C:26]2[CH:31]=[N:30][CH:29]=[CH:28][N:27]=2)=[CH:21][C:20]([C:32]#[N:33])=[N:19]1.